From a dataset of Full USPTO retrosynthesis dataset with 1.9M reactions from patents (1976-2016). Predict the reactants needed to synthesize the given product. Given the product [CH2:1]([NH:3][C:4]([NH:5][C:6]1[CH:11]=[CH:10][C:9]([C:12]2[N:13]=[C:14]([N:29]3[CH2:34][CH2:33][O:32][CH2:31][C@@H:30]3[CH3:35])[C:15]3[CH2:21][CH2:20][N:19]([CH3:22])[CH2:18][C:16]=3[N:17]=2)=[C:8]([F:56])[CH:7]=1)=[O:36])[CH3:2], predict the reactants needed to synthesize it. The reactants are: [CH2:1]([NH:3][C:4](=[O:36])[NH:5][C:6]1[CH:11]=[CH:10][C:9]([C:12]2[N:13]=[C:14]([N:29]3[CH2:34][CH2:33][O:32][CH2:31][C@@H:30]3[CH3:35])[C:15]3[CH2:21][CH2:20][N:19]([C:22](OC(C)(C)C)=O)[CH2:18][C:16]=3[N:17]=2)=[CH:8][CH:7]=1)[CH3:2].ClC1N=C(N2CCOC[C@@H]2C)C2CCN(C)CC=2N=1.[F:56]C1C=C(C=CC=1B1OC(C)(C)C(C)(C)O1)N.